This data is from Peptide-MHC class I binding affinity with 185,985 pairs from IEDB/IMGT. The task is: Regression. Given a peptide amino acid sequence and an MHC pseudo amino acid sequence, predict their binding affinity value. This is MHC class I binding data. (1) The peptide sequence is YFVPNLKDM. The MHC is HLA-A26:01 with pseudo-sequence HLA-A26:01. The binding affinity (normalized) is 0.213. (2) The peptide sequence is TPYDINQMLN. The MHC is Mamu-A2201 with pseudo-sequence Mamu-A2201. The binding affinity (normalized) is 0.0784. (3) The peptide sequence is TYLRDEHFLQL. The MHC is H-2-Kd with pseudo-sequence H-2-Kd. The binding affinity (normalized) is 0.355. (4) The peptide sequence is AYDDAEQMY. The MHC is HLA-B48:01 with pseudo-sequence HLA-B48:01. The binding affinity (normalized) is 0.0847.